The task is: Predict the reaction yield, written as a fraction of the theoretical maximum amount of product (1.0 means a 100% yield; for example, 0.34 means a 34% yield).. This data is from Reaction yield outcomes from USPTO patents with 853,638 reactions. (1) The reactants are [NH2:1][CH2:2][CH2:3][C:4]1[N:5]=[C:6]([NH:9][C:10]([NH:12][C:13]2[CH:18]=[CH:17][C:16]([CH3:19])=[CH:15][C:14]=2[C:20]([CH:22]2[CH2:26][CH2:25][CH2:24][CH2:23]2)=[O:21])=[O:11])[S:7][CH:8]=1.[C:27](Cl)(=[O:29])[CH3:28].N1C=CC=CC=1. The catalyst is C(Cl)Cl. The product is [CH:22]1([C:20]([C:14]2[CH:15]=[C:16]([CH3:19])[CH:17]=[CH:18][C:13]=2[NH:12][C:10](=[O:11])[NH:9][C:6]2[S:7][CH:8]=[C:4]([CH2:3][CH2:2][NH:1][C:27](=[O:29])[CH3:28])[N:5]=2)=[O:21])[CH2:23][CH2:24][CH2:25][CH2:26]1. The yield is 0.640. (2) The reactants are [CH3:1][CH2:2][O:3][C:4]([C:6]1[NH:7][C:8]2[C:13]([CH:14]=1)=[CH:12][C:11]([C:15]([OH:17])=O)=[CH:10][CH:9]=2)=[O:5].F[B-](F)(F)F.N1(OC(N(C)C)=[N+](C)C)C2C=CC=CC=2N=N1.[CH:40]([N:43]1[CH2:48][CH2:47][NH:46][CH2:45][CH2:44]1)([CH3:42])[CH3:41].C(N(CC)C(C)C)(C)C.C(=O)(O)[O-].[Na+]. The catalyst is CN(C)C=O. The product is [CH2:2]([O:3][C:4]([C:6]1[NH:7][C:8]2[C:13]([CH:14]=1)=[CH:12][C:11]([C:15]([N:46]1[CH2:47][CH2:48][N:43]([CH:40]([CH3:42])[CH3:41])[CH2:44][CH2:45]1)=[O:17])=[CH:10][CH:9]=2)=[O:5])[CH3:1]. The yield is 0.740. (3) The reactants are [F:1][C:2]1[CH:7]=[CH:6][CH:5]=[C:4]([F:8])[C:3]=1[N:9]1[C:14]2[N:15]=[C:16](S(C)=O)[N:17]=[C:18]([C:19]3[CH:20]=[C:21]([CH:32]=[CH:33][C:34]=3[CH3:35])[C:22]([NH:24][C:25]3[CH:30]=[CH:29][C:28]([F:31])=[CH:27][CH:26]=3)=[O:23])[C:13]=2[CH2:12][NH:11][C:10]1=[O:39].[CH2:40]([N:42]([CH2:47][CH3:48])[CH2:43][CH2:44][CH2:45][NH2:46])[CH3:41]. The catalyst is C1COCC1. The product is [CH2:40]([N:42]([CH2:47][CH3:48])[CH2:43][CH2:44][CH2:45][NH:46][C:16]1[N:17]=[C:18]([C:19]2[CH:20]=[C:21]([CH:32]=[CH:33][C:34]=2[CH3:35])[C:22]([NH:24][C:25]2[CH:30]=[CH:29][C:28]([F:31])=[CH:27][CH:26]=2)=[O:23])[C:13]2[CH2:12][NH:11][C:10](=[O:39])[N:9]([C:3]3[C:2]([F:1])=[CH:7][CH:6]=[CH:5][C:4]=3[F:8])[C:14]=2[N:15]=1)[CH3:41]. The yield is 0.620. (4) The yield is 0.450. The catalyst is ClCCl.O. The reactants are C[C:2]1[CH:10]=[C:9]([CH2:11][O:12][C:13]2[CH:18]=[CH:17][CH:16]=[CH:15][CH:14]=2)[CH:8]=[CH:7][C:3]=1[C:4]([OH:6])=O.ON1C2C=CC=CC=2N=N1.Cl.C(N=C=NCCCN(C)C)C.C(N(CC)CC)C.[NH2:48][CH2:49][C:50]1[C:51]([OH:58])=[N:52][C:53]([CH3:57])=[CH:54][C:55]=1[CH3:56]. The product is [OH:58][C:51]1[C:50]([CH2:49][NH:48][C:4](=[O:6])[C:3]2[CH:2]=[CH:10][C:9]([CH2:11][O:12][C:13]3[CH:14]=[CH:15][CH:16]=[CH:17][CH:18]=3)=[CH:8][CH:7]=2)=[C:55]([CH3:56])[CH:54]=[C:53]([CH3:57])[N:52]=1. (5) The catalyst is C(#N)CCC. The product is [Cl:29][C:30]1[C:31]([CH3:38])=[C:32]([CH3:37])[C:33]2[N:34]([C:2]([C:23]3[CH:28]=[CH:27][CH:26]=[CH:25][CH:24]=3)=[C:3]([C:5]3[CH:10]=[CH:9][C:8]([C:11]4([NH:15][C:16](=[O:22])[O:17][C:18]([CH3:21])([CH3:20])[CH3:19])[CH2:14][CH2:13][CH2:12]4)=[CH:7][CH:6]=3)[N:36]=2)[N:35]=1. The yield is 0.780. The reactants are Br[CH:2]([C:23]1[CH:28]=[CH:27][CH:26]=[CH:25][CH:24]=1)[C:3]([C:5]1[CH:10]=[CH:9][C:8]([C:11]2([NH:15][C:16](=[O:22])[O:17][C:18]([CH3:21])([CH3:20])[CH3:19])[CH2:14][CH2:13][CH2:12]2)=[CH:7][CH:6]=1)=O.[Cl:29][C:30]1[N:35]=[N:34][C:33]([NH2:36])=[C:32]([CH3:37])[C:31]=1[CH3:38].C(N(CC)C(C)C)(C)C. (6) The yield is 0.990. The reactants are [OH-].[Na+].[CH:3]1([C:9]2[C:17]3[C:12](=[CH:13][C:14]([C:18]([O:20]C)=[O:19])=[CH:15][CH:16]=3)[N:11]([CH2:22][CH2:23][CH2:24][CH2:25][C:26]([O:28]C)=[O:27])[CH:10]=2)[CH2:8][CH2:7][CH2:6][CH2:5][CH2:4]1. The product is [C:26]([CH2:25][CH2:24][CH2:23][CH2:22][N:11]1[C:12]2[C:17](=[CH:16][CH:15]=[C:14]([C:18]([OH:20])=[O:19])[CH:13]=2)[C:9]([CH:3]2[CH2:8][CH2:7][CH2:6][CH2:5][CH2:4]2)=[CH:10]1)([OH:28])=[O:27]. The catalyst is C1COCC1.CO. (7) The reactants are [Cl:1][C:2]1[C:3]2C=CN[C:4]=2[N:5]=[CH:6][N:7]=1.[I:11][NH:12][C:13](=O)[CH2:14]CC(N)=O. No catalyst specified. The product is [Cl:1][C:2]1[C:3]2[N:12]([I:11])[CH2:13][CH2:14][C:4]=2[N:5]=[CH:6][N:7]=1. The yield is 0.950.